This data is from Reaction yield outcomes from USPTO patents with 853,638 reactions. The task is: Predict the reaction yield, written as a fraction of the theoretical maximum amount of product (1.0 means a 100% yield; for example, 0.34 means a 34% yield). (1) The reactants are [NH2:1][C:2]1[CH:7]=[CH:6][C:5]([Cl:8])=[CH:4][C:3]=1[CH2:9][C:10]([O-:12])=O.[NH2:1][C:2]1[CH:7]=[CH:6][C:5]([Cl:8])=[CH:4][C:3]=1[CH2:9][C:10]([O-:12])=O.[Ba+2].Br[CH2:27][C:28]1[N:32]2[N:33]=[C:34]([Cl:37])[CH:35]=[CH:36][C:31]2=[N:30][C:29]=1[C:38]([F:41])([F:40])[F:39]. The catalyst is O1CCCC1. The product is [Cl:8][C:5]1[CH:4]=[C:3]2[C:2](=[CH:7][CH:6]=1)[N:1]([CH2:27][C:28]1[N:32]3[N:33]=[C:34]([Cl:37])[CH:35]=[CH:36][C:31]3=[N:30][C:29]=1[C:38]([F:41])([F:39])[F:40])[C:10](=[O:12])[CH2:9]2. The yield is 0.250. (2) The reactants are I[C:2]1[CH:23]=[CH:22][C:5]2[NH:6][C:7]([C@@H:9]3[CH2:13][C@H:12]([CH3:14])[CH2:11][N:10]3[C:15]([O:17][C:18]([CH3:21])([CH3:20])[CH3:19])=[O:16])=[N:8][C:4]=2[CH:3]=1.[C:24]([C:26]1[CH:31]=[CH:30][C:29]([C:32]2[N:33]=[C:34]([C@@H:37]3[CH2:41][C@H:40]([CH3:42])[CH2:39][N:38]3[C:43]([O:45][C:46]([CH3:49])([CH3:48])[CH3:47])=[O:44])[NH:35][CH:36]=2)=[CH:28][CH:27]=1)#[CH:25].C(Cl)Cl. The catalyst is CN(C=O)C.[Cu]I. The product is [C:18]([O:17][C:15]([N:10]1[CH2:11][C@@H:12]([CH3:14])[CH2:13][C@H:9]1[C:7]1[NH:6][C:5]2[CH:22]=[CH:23][C:2]([C:25]#[C:24][C:26]3[CH:31]=[CH:30][C:29]([C:32]4[N:33]=[C:34]([C@@H:37]5[CH2:41][C@H:40]([CH3:42])[CH2:39][N:38]5[C:43]([O:45][C:46]([CH3:47])([CH3:49])[CH3:48])=[O:44])[NH:35][CH:36]=4)=[CH:28][CH:27]=3)=[CH:3][C:4]=2[N:8]=1)=[O:16])([CH3:21])([CH3:20])[CH3:19]. The yield is 0.640.